From a dataset of Full USPTO retrosynthesis dataset with 1.9M reactions from patents (1976-2016). Predict the reactants needed to synthesize the given product. (1) Given the product [Cl:1][C:2]1[CH:3]=[C:4]([C:9]2[CH:10]=[C:11]3[C:16](=[CH:17][CH:18]=2)[N:15]=[CH:14][C:13]([C:19]([CH:21]2[CH2:23][CH2:22]2)=[O:20])=[C:12]3[NH:24][C:25]2[CH:26]=[N:27][N:28]([CH:30]3[CH2:35][CH2:34][NH:33][CH2:32][CH2:31]3)[CH:29]=2)[CH:5]=[CH:6][C:7]=1[OH:8], predict the reactants needed to synthesize it. The reactants are: [Cl:1][C:2]1[CH:3]=[C:4]([C:9]2[CH:10]=[C:11]3[C:16](=[CH:17][CH:18]=2)[N:15]=[CH:14][C:13]([C:19]([CH:21]2[CH2:23][CH2:22]2)=[O:20])=[C:12]3[NH:24][C:25]2[CH:26]=[N:27][N:28]([CH:30]3[CH2:35][CH2:34][N:33](C(OC(C)(C)C)=O)[CH2:32][CH2:31]3)[CH:29]=2)[CH:5]=[CH:6][C:7]=1[OH:8].C(O)(C(F)(F)F)=O. (2) Given the product [NH2:1][C:2]1[N:3]=[C:4]([C:13]2[CH:18]=[CH:17][CH:16]=[CH:15][C:14]=2[O:19][CH3:20])[C:5]([C:11]#[N:12])=[C:6]([O:21][CH2:22][C:23]2[CH:28]=[CH:27][CH:26]=[CH:25][N:24]=2)[N:7]=1, predict the reactants needed to synthesize it. The reactants are: [NH2:1][C:2]1[N:7]=[C:6](S(C)=O)[C:5]([C:11]#[N:12])=[C:4]([C:13]2[CH:18]=[CH:17][CH:16]=[CH:15][C:14]=2[O:19][CH3:20])[N:3]=1.[OH:21][CH2:22][C:23]1[CH:28]=[CH:27][CH:26]=[CH:25][N:24]=1.C1CCN2C(=NCCC2)CC1. (3) Given the product [F:22][C:20]1[CH:19]=[CH:18][C:17]([CH3:23])=[C:16]([N:15]2[C:11]([S:8]([C:5]3[CH:6]=[N:7][CH:2]=[CH:3][CH:4]=3)(=[O:10])=[O:9])=[CH:12][C:13]([CH2:24][N:25]([CH3:33])[C:26](=[O:32])[O:27][C:28]([CH3:29])([CH3:30])[CH3:31])=[N:14]2)[CH:21]=1, predict the reactants needed to synthesize it. The reactants are: Cl[C:2]1[N:7]=[CH:6][C:5]([S:8]([C:11]2[N:15]([C:16]3[CH:21]=[C:20]([F:22])[CH:19]=[CH:18][C:17]=3[CH3:23])[N:14]=[C:13]([CH2:24][N:25]([CH3:33])[C:26](=[O:32])[O:27][C:28]([CH3:31])([CH3:30])[CH3:29])[CH:12]=2)(=[O:10])=[O:9])=[CH:4][CH:3]=1.C(N(CC)CC)C. (4) Given the product [C:9]([OH:13])(=[O:12])[CH:10]=[CH2:11].[C:1](=[O:8])([O:3][CH2:4][CH2:5][CH2:6][OH:7])[NH2:2], predict the reactants needed to synthesize it. The reactants are: [C:1](=[O:8])([O:3][CH2:4][CH2:5][CH2:6][OH:7])[NH2:2].[C:9]([O:13]CC)(=[O:12])[CH:10]=[CH2:11]. (5) Given the product [CH3:15][O:16][C:17]1[CH:22]=[C:21]([O:23][CH3:24])[CH:20]=[CH:19][C:18]=1[N:25]1[CH2:26][CH2:27][N:28]([C:2]2[C:3]([CH3:14])=[C:4]([CH3:13])[C:5]3[O:9][CH:8]([CH3:10])[CH2:7][C:6]=3[C:11]=2[CH3:12])[CH2:29][CH2:30]1, predict the reactants needed to synthesize it. The reactants are: Br[C:2]1[C:3]([CH3:14])=[C:4]([CH3:13])[C:5]2[O:9][CH:8]([CH3:10])[CH2:7][C:6]=2[C:11]=1[CH3:12].[CH3:15][O:16][C:17]1[CH:22]=[C:21]([O:23][CH3:24])[CH:20]=[CH:19][C:18]=1[N:25]1[CH2:30][CH2:29][NH:28][CH2:27][CH2:26]1.